Task: Regression. Given a peptide amino acid sequence and an MHC pseudo amino acid sequence, predict their binding affinity value. This is MHC class I binding data.. Dataset: Peptide-MHC class I binding affinity with 185,985 pairs from IEDB/IMGT The peptide sequence is GYGATSSSL. The MHC is HLA-A29:02 with pseudo-sequence HLA-A29:02. The binding affinity (normalized) is 0.169.